This data is from Forward reaction prediction with 1.9M reactions from USPTO patents (1976-2016). The task is: Predict the product of the given reaction. (1) Given the reactants [CH3:1][CH:2]([S:4]([CH2:7][C:8]1[CH:9]=[C:10]([NH:14]C(=O)C)[CH:11]=[CH:12][CH:13]=1)(=[O:6])=[O:5])[CH3:3].[ClH:18].C(O)C.C(OCC)(=O)C, predict the reaction product. The product is: [Cl-:18].[CH3:3][CH:2]([S:4]([CH2:7][C:8]1[CH:9]=[C:10]([CH:11]=[CH:12][CH:13]=1)[NH3+:14])(=[O:6])=[O:5])[CH3:1]. (2) Given the reactants [NH2:1][C:2]1[CH:7]=[CH:6][CH:5]=[CH:4][C:3]=1[CH:8]1[N:13]2[N:14]=[C:15]([C:19]3[CH:24]=[CH:23][C:22]([O:25][CH2:26][C:27]4[CH:32]=[CH:31][CH:30]=[CH:29][CH:28]=4)=[CH:21][CH:20]=3)[C:16]([C:17]#[N:18])=[C:12]2[NH:11][CH2:10][CH2:9]1.ClCCC(NC1C=C(C2N3N=C(C4C=CC(OC5C=CC=CC=5)=CC=4)C(C(N)=O)=C3NCC2)C=CC=1)=[O:37], predict the reaction product. The product is: [NH2:1][C:2]1[CH:7]=[CH:6][CH:5]=[CH:4][C:3]=1[CH:8]1[N:13]2[N:14]=[C:15]([C:19]3[CH:24]=[CH:23][C:22]([O:25][CH2:26][C:27]4[CH:32]=[CH:31][CH:30]=[CH:29][CH:28]=4)=[CH:21][CH:20]=3)[C:16]([C:17]([NH2:18])=[O:37])=[C:12]2[NH:11][CH2:10][CH2:9]1. (3) Given the reactants [CH3:1][O:2][C:3]1[CH:22]=[CH:21][C:6]([CH2:7][C@@H:8]2[C:12]3=[N:13][C:14]4[CH:19]=[CH:18][CH:17]=[CH:16][C:15]=4[N:11]3[C:10](=[O:20])[NH:9]2)=[CH:5][CH:4]=1.[C:23]1([CH3:33])[CH:28]=[CH:27][CH:26]=[C:25]([C:29]2([NH2:32])[CH2:31][CH2:30]2)[CH:24]=1.C(O)(C(F)(F)F)=O, predict the reaction product. The product is: [NH:11]1[C:15]2[CH:16]=[CH:17][CH:18]=[CH:19][C:14]=2[N:13]=[C:12]1[C@H:8]([NH:9][C:10]([NH:32][C:29]1([C:25]2[CH:24]=[C:23]([CH3:33])[CH:28]=[CH:27][CH:26]=2)[CH2:30][CH2:31]1)=[O:20])[CH2:7][C:6]1[CH:21]=[CH:22][C:3]([O:2][CH3:1])=[CH:4][CH:5]=1. (4) Given the reactants [Cl:1][C:2]1[C:7](I)=[CH:6][N:5]=[C:4]([N:9]=[CH:10][N:11]([CH:15]([CH3:17])[CH3:16])[CH:12]([CH3:14])[CH3:13])[N:3]=1.[CH2:18]([C:20]1[CH:25]=[CH:24][C:23]([C:26]#[CH:27])=[CH:22][CH:21]=1)[CH3:19], predict the reaction product. The product is: [Cl:1][C:2]1[C:7]([C:19]#[C:18][C:20]2[CH:25]=[CH:24][C:23]([CH2:26][CH3:27])=[CH:22][CH:21]=2)=[CH:6][N:5]=[C:4]([N:9]=[CH:10][N:11]([CH:15]([CH3:17])[CH3:16])[CH:12]([CH3:14])[CH3:13])[N:3]=1. (5) Given the reactants [Cl:1][C:2]1[CH:7]=[CH:6][CH:5]=[CH:4][C:3]=1[N:8]1[CH:12]=[C:11]([CH2:13]O)[CH:10]=[N:9]1.C1(P(C2C=CC=CC=2)C2C=CC=CC=2)C=CC=CC=1.C(Br)(Br)(Br)[Br:35], predict the reaction product. The product is: [Br:35][CH2:13][C:11]1[CH:10]=[N:9][N:8]([C:3]2[CH:4]=[CH:5][CH:6]=[CH:7][C:2]=2[Cl:1])[CH:12]=1.